The task is: Predict the product of the given reaction.. This data is from Forward reaction prediction with 1.9M reactions from USPTO patents (1976-2016). (1) Given the reactants [S:1]1[CH:5]=[CH:4][N:3]=[CH:2]1.[Li]CCCC.[CH3:11][O:12][C:13]1[CH:18]=[CH:17][C:16]([C:19]([C:21]2[CH:22]=[C:23]3[C:28](=[CH:29][CH:30]=2)[N:27]=[CH:26][CH:25]=[C:24]3/[CH:31]=[CH:32]/[C:33]2[CH:38]=[CH:37][CH:36]=[CH:35][CH:34]=2)=[O:20])=[CH:15][CH:14]=1, predict the reaction product. The product is: [CH3:11][O:12][C:13]1[CH:14]=[CH:15][C:16]([C:19]([C:21]2[CH:22]=[C:23]3[C:28](=[CH:29][CH:30]=2)[N:27]=[CH:26][CH:25]=[C:24]3/[CH:31]=[CH:32]/[C:33]2[CH:38]=[CH:37][CH:36]=[CH:35][CH:34]=2)([C:2]2[S:1][CH:5]=[CH:4][N:3]=2)[OH:20])=[CH:17][CH:18]=1. (2) Given the reactants [F:1][C:2]1[CH:32]=[CH:31][C:5]([CH2:6][NH:7][C:8]([C:10]2[N:11]=[C:12]3[N:17]([C:18](=[O:28])[C:19]=2[O:20][CH2:21][C:22]2[CH:27]=[CH:26][CH:25]=[CH:24][CH:23]=2)[CH2:16][CH2:15][O:14][C:13]3([CH3:30])[CH3:29])=[O:9])=[C:4](I)[CH:3]=1.C(N(CC)CC)C.[P:41]([O-:58])([O:50]CC1C=CC=CC=1)[O:42][CH2:43][C:44]1[CH:49]=[CH:48][CH:47]=[CH:46][CH:45]=1, predict the reaction product. The product is: [CH2:21]([O:20][C:19]1[C:18](=[O:28])[N:17]2[C:12]([C:13]([CH3:30])([CH3:29])[O:14][CH2:15][CH2:16]2)=[N:11][C:10]=1[C:8]([NH:7][CH2:6][C:5]1[CH:31]=[CH:32][C:2]([F:1])=[CH:3][C:4]=1[P:41](=[O:50])([OH:58])[O:42][CH2:43][C:44]1[CH:49]=[CH:48][CH:47]=[CH:46][CH:45]=1)=[O:9])[C:22]1[CH:27]=[CH:26][CH:25]=[CH:24][CH:23]=1. (3) Given the reactants C(SCCNC(=O)CCNC(=O)[C@H](O)C(C)(C)COP(O)(=O)OP(O)(=O)OC[C@H]1O[C@@H](N2C3N=CN=C(N)C=3N=C2)[C@H](O)[C@@H]1OP(O)(O)=O)(=O)C=CC1C=CC=CC=1.C1C=[N+]([C@@H]2O[C@H](COP(OP(OC[C@H]3O[C@@H](N4C5N=CN=C(N)C=5N=C4)[C@H](OP(O)(O)=O)[C@@H]3O)(O)=O)(O)=O)[C@@H](O)[C@H]2O)C=C(C(N)=O)C=1.[C:107]([OH:119])(=[O:118])/[CH:108]=[CH:109]/[C:110]1[CH:117]=[CH:116][C:114](O)=[C:112](O)[CH:111]=1.C(SCCNC(=O)CCNC(=O)[C@H](O)C(C)(C)COP(O)(=O)OP(O)(=O)OC[C@H]1O[C@@H](N2C3N=CN=C(N)C=3N=C2)[C@H](O)[C@@H]1OP(O)(O)=O)(=O)/C=C/C1C=CC(O)=C(O)C=1.N.N[C@H](C(O)=O)CC1C=CC=CC=1.N[C@H](C(O)=O)CC1C=CC=CC=1, predict the reaction product. The product is: [C:107]([OH:119])(=[O:118])/[CH:108]=[CH:109]/[C:110]1[CH:111]=[CH:112][CH:114]=[CH:116][CH:117]=1. (4) The product is: [C:1]([Si:5]([CH3:35])([CH3:34])[O:6][CH:7]([C:30]([CH3:33])([CH3:32])[CH3:31])[CH2:8][CH2:9][C:10]1[CH:15]=[CH:14][C:13]([C:16]([C:21]2[CH:26]=[CH:25][C:24]([O:27][S:43]([C:46]([F:49])([F:48])[F:47])(=[O:44])=[O:42])=[C:23]([CH3:28])[CH:22]=2)([CH2:17][CH3:18])[CH2:19][CH3:20])=[CH:12][C:11]=1[CH3:29])([CH3:3])([CH3:2])[CH3:4]. Given the reactants [C:1]([Si:5]([CH3:35])([CH3:34])[O:6][CH:7]([C:30]([CH3:33])([CH3:32])[CH3:31])[CH2:8][CH2:9][C:10]1[CH:15]=[CH:14][C:13]([C:16]([C:21]2[CH:26]=[CH:25][C:24]([OH:27])=[C:23]([CH3:28])[CH:22]=2)([CH2:19][CH3:20])[CH2:17][CH3:18])=[CH:12][C:11]=1[CH3:29])([CH3:4])([CH3:3])[CH3:2].N1C=CC=CC=1.[O:42](S(C(F)(F)F)(=O)=O)[S:43]([C:46]([F:49])([F:48])[F:47])(=O)=[O:44].C(OCC)(=O)C, predict the reaction product. (5) Given the reactants [C:1]([O:4][C:5]([CH3:28])([CH3:27])[CH2:6][NH:7][C:8](=[O:26])[C@H:9]([N:17](C(OC(C)(C)C)=O)[CH3:18])[CH2:10][C:11]1[CH:16]=[CH:15][CH:14]=[CH:13][CH:12]=1)(=[O:3])[CH3:2].FC(F)(F)C(O)=O, predict the reaction product. The product is: [C:1]([O:4][C:5]([CH3:28])([CH3:27])[CH2:6][NH:7][C:8](=[O:26])[C@H:9]([NH:17][CH3:18])[CH2:10][C:11]1[CH:16]=[CH:15][CH:14]=[CH:13][CH:12]=1)(=[O:3])[CH3:2].